This data is from Full USPTO retrosynthesis dataset with 1.9M reactions from patents (1976-2016). The task is: Predict the reactants needed to synthesize the given product. (1) Given the product [Cl:14][C:11]1[CH:10]=[CH:9][C:8]([CH:7]([CH:15]([C:19]2[CH:20]=[CH:21][C:22]([C:23]([O:25][CH3:26])=[O:24])=[CH:27][CH:28]=2)[CH2:16][CH2:17][CH3:18])[CH2:6][OH:5])=[CH:13][CH:12]=1, predict the reactants needed to synthesize it. The reactants are: C([O:5][C:6](=O)[CH:7]([CH:15]([C:19]1[CH:28]=[CH:27][C:22]([C:23]([O:25][CH3:26])=[O:24])=[CH:21][CH:20]=1)[CH2:16][CH2:17][CH3:18])[C:8]1[CH:13]=[CH:12][C:11]([Cl:14])=[CH:10][CH:9]=1)(C)(C)C. (2) Given the product [CH2:10]([O:17][C:18]1[CH:19]=[C:20]([CH:24]=[C:25]([O:27][C@@H:28]([CH3:41])[CH2:29][O:30][Si:31]([CH:38]([CH3:40])[CH3:39])([CH:32]([CH3:34])[CH3:33])[CH:35]([CH3:37])[CH3:36])[CH:26]=1)[C:21]([NH:66][C:67]1[CH:71]=[CH:70][N:69]([C:72]([O:74][C:75]([CH3:78])([CH3:77])[CH3:76])=[O:73])[N:68]=1)=[O:22])[C:11]1[CH:12]=[CH:13][CH:14]=[CH:15][CH:16]=1, predict the reactants needed to synthesize it. The reactants are: CCN(C(C)C)C(C)C.[CH2:10]([O:17][C:18]1[CH:19]=[C:20]([CH:24]=[C:25]([O:27][C@@H:28]([CH3:41])[CH2:29][O:30][Si:31]([CH:38]([CH3:40])[CH3:39])([CH:35]([CH3:37])[CH3:36])[CH:32]([CH3:34])[CH3:33])[CH:26]=1)[C:21](O)=[O:22])[C:11]1[CH:16]=[CH:15][CH:14]=[CH:13][CH:12]=1.CN(C(ON1N=NC2C=CC=NC1=2)=[N+](C)C)C.F[P-](F)(F)(F)(F)F.[NH2:66][C:67]1[CH:71]=[CH:70][N:69]([C:72]([O:74][C:75]([CH3:78])([CH3:77])[CH3:76])=[O:73])[N:68]=1. (3) Given the product [F:33][C:27]1[CH:28]=[C:29]([F:32])[CH:30]=[CH:31][C:26]=1[N:23]1[C:24]2[C:19](=[CH:18][C:17]([F:38])=[C:16]([N:67]3[CH2:68][CH:64]4[CH:65]([C:61]([C:58]5[CH:59]=[N:60][C:55]([O:54][CH3:53])=[CH:56][CH:57]=5)=[N:62][O:63]4)[CH2:66]3)[N:25]=2)[C:20](=[O:37])[C:21]([C:34]([OH:36])=[O:35])=[CH:22]1, predict the reactants needed to synthesize it. The reactants are: ClC1C=CC(C2C3CN([C:16]4[N:25]=[C:24]5[C:19]([C:20](=[O:37])[C:21]([C:34]([OH:36])=[O:35])=[CH:22][N:23]5[C:26]5[CH:31]=[CH:30][C:29]([F:32])=[CH:28][C:27]=5[F:33])=[CH:18][C:17]=4[F:38])CC3ON=2)=CC=1.C(O)(C(F)(F)F)=O.FC(F)(F)C(O)=O.[CH3:53][O:54][C:55]1[N:60]=[CH:59][C:58]([C:61]2[C@@H:65]3[CH2:66][NH:67][CH2:68][C@@H:64]3[O:63][N:62]=2)=[CH:57][CH:56]=1.